The task is: Predict the reactants needed to synthesize the given product.. This data is from Full USPTO retrosynthesis dataset with 1.9M reactions from patents (1976-2016). (1) Given the product [CH2:18]([N:13]([C:12]1[C:7]([C:38]2[CH:39]=[C:40]([C:41](=[O:42])[NH:43][C:44]3([C:47]4[CH:52]=[CH:51][CH:50]=[CH:49][N:48]=4)[CH2:45][CH2:46]3)[CH:53]=[CH:54][C:37]=2[CH3:36])=[CH:8][C:9]2[N:10]([N:20]=[C:21]([C:27]3[CH:32]=[CH:31][C:30]([F:33])=[CH:29][CH:28]=3)[C:22]=2[C:23]([NH:24][CH3:25])=[O:26])[CH:11]=1)[S:14]([CH3:17])(=[O:15])=[O:16])[CH3:19], predict the reactants needed to synthesize it. The reactants are: FC(F)(F)S(O[C:7]1[C:12]([N:13]([CH2:18][CH3:19])[S:14]([CH3:17])(=[O:16])=[O:15])=[CH:11][N:10]2[N:20]=[C:21]([C:27]3[CH:32]=[CH:31][C:30]([F:33])=[CH:29][CH:28]=3)[C:22]([C:23](=[O:26])[NH:24][CH3:25])=[C:9]2[CH:8]=1)(=O)=O.[CH3:36][C:37]1[CH:54]=[CH:53][C:40]([C:41]([NH:43][C:44]2([C:47]3[CH:52]=[CH:51][CH:50]=[CH:49][N:48]=3)[CH2:46][CH2:45]2)=[O:42])=[CH:39][C:38]=1B1OC(C)(C)C(C)(C)O1.C(=O)([O-])[O-].[Cs+].[Cs+]. (2) Given the product [F:1][C:2]1[CH:7]=[C:6]([F:8])[CH:5]=[CH:4][C:3]=1[C:9]([OH:32])([CH2:26][N:27]1[CH:31]=[N:30][N:29]=[N:28]1)[C:10]([F:25])([F:24])[C:11]1[CH:16]=[CH:15][C:14]([CH2:17][CH2:18][CH2:19][O:20][CH:21]([CH3:23])[CH3:22])=[CH:13][N:12]=1, predict the reactants needed to synthesize it. The reactants are: [F:1][C:2]1[CH:7]=[C:6]([F:8])[CH:5]=[CH:4][C:3]=1[C:9]([OH:32])([CH2:26][N:27]1[CH:31]=[N:30][N:29]=[N:28]1)[C:10]([F:25])([F:24])[C:11]1[CH:16]=[CH:15][C:14](/[CH:17]=[CH:18]/[CH2:19][O:20][CH:21]([CH3:23])[CH3:22])=[CH:13][N:12]=1. (3) Given the product [CH3:4][C:2]1([CH3:1])[NH:3][C:31](=[O:33])[N:7]([C:8]2[CH:13]=[CH:12][C:11]([O:14][C:15]3[CH:20]=[CH:19][CH:18]=[C:17]([O:21][CH3:22])[CH:16]=3)=[CH:10][CH:9]=2)[C:5]1=[O:6], predict the reactants needed to synthesize it. The reactants are: [CH3:1][C:2]([C:5]([NH:7][C:8]1[CH:13]=[CH:12][C:11]([O:14][C:15]2[CH:20]=[CH:19][CH:18]=[C:17]([O:21][CH3:22])[CH:16]=2)=[CH:10][CH:9]=1)=[O:6])([CH3:4])[NH2:3].C(N(CC)CC)C.Cl[C:31](Cl)([O:33]C(=O)OC(Cl)(Cl)Cl)Cl.